This data is from Forward reaction prediction with 1.9M reactions from USPTO patents (1976-2016). The task is: Predict the product of the given reaction. (1) Given the reactants C[Si]([C:5]#[N:6])(C)C.C(C(C#N)=C(C#N)C#N)#N.ClCCO[CH:21]([O:29][CH2:30][CH2:31][Cl:32])[C:22]1[CH:23]=[CH:24][C:25]([Cl:28])=[N:26][CH:27]=1, predict the reaction product. The product is: [Cl:32][CH2:31][CH2:30][O:29][CH:21]([C:22]1[CH:27]=[N:26][C:25]([Cl:28])=[CH:24][CH:23]=1)[C:5]#[N:6]. (2) Given the reactants [CH3:1][O:2][C:3]1[CH:4]=[C:5]([NH:15][C:16]2[N:21]=[C:20]([C:22](=[O:24])[CH3:23])[CH:19]=[C:18]([CH2:25][O:26][CH2:27][C:28]([F:31])([F:30])[F:29])[N:17]=2)[CH:6]=[CH:7][C:8]=1[N:9]1[CH:13]=[C:12]([CH3:14])[N:11]=[CH:10]1.[CH3:32][Mg]Br.[Cl-].[NH4+], predict the reaction product. The product is: [CH3:1][O:2][C:3]1[CH:4]=[C:5]([NH:15][C:16]2[N:21]=[C:20]([C:22]([OH:24])([CH3:32])[CH3:23])[CH:19]=[C:18]([CH2:25][O:26][CH2:27][C:28]([F:29])([F:30])[F:31])[N:17]=2)[CH:6]=[CH:7][C:8]=1[N:9]1[CH:13]=[C:12]([CH3:14])[N:11]=[CH:10]1. (3) Given the reactants [CH2:1]([S:3]([N:6]1[CH2:11][CH2:10][CH:9]([C:12]2[C:20]3[C:15](=[C:16]([C:29]([NH2:31])=[O:30])[CH:17]=[C:18]([C:21]4[CH:26]=[CH:25][C:24]([CH:27]=O)=[CH:23][CH:22]=4)[CH:19]=3)[NH:14][CH:13]=2)[CH2:8][CH2:7]1)(=[O:5])=[O:4])[CH3:2].[CH3:32][O:33][NH2:34], predict the reaction product. The product is: [CH2:1]([S:3]([N:6]1[CH2:7][CH2:8][CH:9]([C:12]2[C:20]3[C:15](=[C:16]([C:29]([NH2:31])=[O:30])[CH:17]=[C:18]([C:21]4[CH:22]=[CH:23][C:24]([CH:27]=[N:34][O:33][CH3:32])=[CH:25][CH:26]=4)[CH:19]=3)[NH:14][CH:13]=2)[CH2:10][CH2:11]1)(=[O:5])=[O:4])[CH3:2]. (4) Given the reactants Br[CH2:2][C:3]([NH:5][C:6]1[CH:11]=[CH:10][C:9]([O:12][C:13]2[CH:18]=[CH:17][CH:16]=[CH:15][CH:14]=2)=[CH:8][CH:7]=1)=[O:4].[N:19]1([C:25]([O:27][C:28]([CH3:31])([CH3:30])[CH3:29])=[O:26])[CH2:24][CH2:23][NH:22][CH2:21][CH2:20]1.C(=O)([O-])[O-].[K+].[K+], predict the reaction product. The product is: [O:4]=[C:3]([NH:5][C:6]1[CH:11]=[CH:10][C:9]([O:12][C:13]2[CH:18]=[CH:17][CH:16]=[CH:15][CH:14]=2)=[CH:8][CH:7]=1)[CH2:2][N:22]1[CH2:21][CH2:20][N:19]([C:25]([O:27][C:28]([CH3:31])([CH3:30])[CH3:29])=[O:26])[CH2:24][CH2:23]1. (5) Given the reactants [F:1][C:2]1[CH:10]=[CH:9][C:5]([C:6]([OH:8])=[O:7])=[CH:4][C:3]=1[N+:11]([O-:13])=[O:12].OS(O)(=O)=O.C([O-])(O)=O.[Na+].[O-]S([O-])(=O)=O.[Mg+2].[CH3:30][CH2:31]O, predict the reaction product. The product is: [CH2:30]([O:7][C:6](=[O:8])[C:5]1[CH:9]=[CH:10][C:2]([F:1])=[C:3]([N+:11]([O-:13])=[O:12])[CH:4]=1)[CH3:31]. (6) The product is: [O:14]=[C:13]1[CH2:12][C:10](=[O:11])[CH2:9][CH2:8][N:7]1[C:6]([O:5][C:1]([CH3:4])([CH3:3])[CH3:2])=[O:22]. Given the reactants [C:1]([O:5][C:6](=[O:22])[NH:7][CH2:8][CH2:9][C:10]([CH:12]1C(=O)OC(C)(C)[O:14][C:13]1=O)=[O:11])([CH3:4])([CH3:3])[CH3:2], predict the reaction product. (7) Given the reactants [C:1]([O:5][C:6]([N:8]1[CH2:13][CH2:12][CH:11]([C:14](=[O:19])N(OC)C)[CH2:10][CH2:9]1)=[O:7])([CH3:4])([CH3:3])[CH3:2].[Br-].O.Cl, predict the reaction product. The product is: [C:1]([O:5][C:6]([N:8]1[CH2:9][CH2:10][CH:11]([C:14](=[O:19])[CH2:12][CH2:11][CH:10]=[CH2:9])[CH2:12][CH2:13]1)=[O:7])([CH3:2])([CH3:3])[CH3:4]. (8) Given the reactants [CH:1]1([C@@:4]2([CH3:17])[CH2:8][O:7][C:6](=[O:9])[N:5]2[C:10]2[CH:15]=[CH:14][N:13]=[C:12](F)[N:11]=2)[CH2:3][CH2:2]1.[NH2:18][C@H:19]([C:21]1[CH:26]=[CH:25][C:24]([CH2:27][OH:28])=[C:23]([F:29])[CH:22]=1)[CH3:20].CCN(C(C)C)C(C)C, predict the reaction product. The product is: [CH:1]1([C@@:4]2([CH3:17])[CH2:8][O:7][C:6](=[O:9])[N:5]2[C:10]2[CH:15]=[CH:14][N:13]=[C:12]([NH:18][C@H:19]([C:21]3[CH:26]=[CH:25][C:24]([CH2:27][OH:28])=[C:23]([F:29])[CH:22]=3)[CH3:20])[N:11]=2)[CH2:3][CH2:2]1.